Predict the reactants needed to synthesize the given product. From a dataset of Full USPTO retrosynthesis dataset with 1.9M reactions from patents (1976-2016). (1) Given the product [C:23]([N:22]([CH3:31])[CH2:21][C@H:20]([C:15]1[CH:16]=[CH:17][C:18]([Cl:19])=[C:13]([Cl:12])[CH:14]=1)[CH2:32][CH2:33][N+:34]1([O-:6])[CH2:35][CH2:36][CH:37]([N:40]2[CH2:45][CH2:44][CH2:43][NH:42][C:41]2=[O:46])[CH2:38][CH2:39]1)(=[O:30])[C:24]1[CH:25]=[CH:26][CH:27]=[CH:28][CH:29]=1, predict the reactants needed to synthesize it. The reactants are: ClC1C=C(C=CC=1)C(OO)=[O:6].[Cl:12][C:13]1[CH:14]=[C:15]([C@H:20]([CH2:32][CH2:33][N:34]2[CH2:39][CH2:38][CH:37]([N:40]3[CH2:45][CH2:44][CH2:43][NH:42][C:41]3=[O:46])[CH2:36][CH2:35]2)[CH2:21][N:22]([CH3:31])[C:23](=[O:30])[C:24]2[CH:29]=[CH:28][CH:27]=[CH:26][CH:25]=2)[CH:16]=[CH:17][C:18]=1[Cl:19]. (2) Given the product [Br:14][C:15]1[C:16]([F:23])=[C:17]([CH:18]([C:3]2[CH:4]=[CH:5][CH:6]=[CH:7][C:2]=2[Cl:1])[OH:19])[CH:20]=[CH:21][CH:22]=1, predict the reactants needed to synthesize it. The reactants are: [Cl:1][C:2]1[CH:7]=[CH:6][CH:5]=[CH:4][C:3]=1I.C([Mg]Cl)(C)C.[Br:14][C:15]1[C:16]([F:23])=[C:17]([CH:20]=[CH:21][CH:22]=1)[CH:18]=[O:19]. (3) Given the product [CH3:3][N:4]1[CH2:9][CH2:8][C:7](=[C:10]2[C:19]3[CH:20]=[C:21]([S:24][CH2:25][C:26]([OH:28])=[O:27])[CH:22]=[CH:23][C:18]=3[O:17][CH2:16][C:15]3[CH:14]=[CH:13][S:12][C:11]2=3)[CH2:6][CH2:5]1, predict the reactants needed to synthesize it. The reactants are: [OH-].[Na+].[CH3:3][N:4]1[CH2:9][CH2:8][CH:7]([CH:10]2[C:19]3[CH:20]=[C:21]([S:24][CH2:25][C:26]([O:28]C)=[O:27])[CH:22]=[CH:23][C:18]=3[O:17][CH2:16][C:15]3[CH:14]=[CH:13][S:12][C:11]2=3)[CH2:6][CH2:5]1. (4) Given the product [OH:1][C@H:2]([C:11]1[CH:20]=[CH:19][C:14]2[C:15](=[O:18])[O:16][CH2:17][C:13]=2[C:12]=1[CH3:21])[CH2:3][N:4]1[CH2:9][CH2:8][N:7]([C:23]2[N:28]=[C:27]3[S:29][C:30]([C:32]#[N:33])=[CH:31][C:26]3=[CH:25][CH:24]=2)[C:6](=[O:10])[CH2:5]1, predict the reactants needed to synthesize it. The reactants are: [OH:1][C@H:2]([C:11]1[CH:20]=[CH:19][C:14]2[C:15](=[O:18])[O:16][CH2:17][C:13]=2[C:12]=1[CH3:21])[CH2:3][N:4]1[CH2:9][CH2:8][NH:7][C:6](=[O:10])[CH2:5]1.Cl[C:23]1[N:28]=[C:27]2[S:29][C:30]([C:32]#[N:33])=[CH:31][C:26]2=[CH:25][CH:24]=1.CC1(C)C2C(=C(P(C3C=CC=CC=3)C3C=CC=CC=3)C=CC=2)OC2C(P(C3C=CC=CC=3)C3C=CC=CC=3)=CC=CC1=2.C([O-])([O-])=O.[Cs+].[Cs+].